Dataset: Forward reaction prediction with 1.9M reactions from USPTO patents (1976-2016). Task: Predict the product of the given reaction. Given the reactants [Br:1][C:2]1[CH:3]=[N:4][CH:5]=[C:6]([CH:10]=1)[C:7]([OH:9])=O.C(N(CC)C(C)C)(C)C.[CH2:20]([O:22][C:23](=[O:34])[CH2:24][S:25]([C:28]1[CH:33]=[CH:32][CH:31]=[CH:30][CH:29]=1)(=[NH:27])=[O:26])[CH3:21].F[P-](F)(F)(F)(F)F.N1(O[P+](N(C)C)(N(C)C)N(C)C)C2C=CC=CC=2N=N1, predict the reaction product. The product is: [Br:1][C:2]1[CH:10]=[C:6]([C:7]([N:27]=[S@:25]([CH2:24][C:23]([O:22][CH2:20][CH3:21])=[O:34])([C:28]2[CH:33]=[CH:32][CH:31]=[CH:30][CH:29]=2)=[O:26])=[O:9])[CH:5]=[N:4][CH:3]=1.